From a dataset of Reaction yield outcomes from USPTO patents with 853,638 reactions. Predict the reaction yield, written as a fraction of the theoretical maximum amount of product (1.0 means a 100% yield; for example, 0.34 means a 34% yield). (1) The reactants are [F:1][C:2]1[CH:7]=[CH:6][C:5]([S:8]([N:11]2[C:15]([C:16]3[CH:21]=[CH:20][CH:19]=[CH:18][CH:17]=3)=[CH:14][C:13]([C:22](OCC)=[O:23])=[C:12]2[CH3:27])(=[O:10])=[O:9])=[CH:4][CH:3]=1.[H-].C([Al+]CC(C)C)C(C)C.Cl. The catalyst is O1CCCC1.C1(C)C=CC=CC=1. The product is [F:1][C:2]1[CH:3]=[CH:4][C:5]([S:8]([N:11]2[C:15]([C:16]3[CH:21]=[CH:20][CH:19]=[CH:18][CH:17]=3)=[CH:14][C:13]([CH:22]=[O:23])=[C:12]2[CH3:27])(=[O:9])=[O:10])=[CH:6][CH:7]=1. The yield is 0.620. (2) The reactants are [CH3:1][O:2][C:3]1[CH:8]=[CH:7][C:6]([NH:9][C:10]([N:12]2[CH2:18][C:17]3[CH:19]=[CH:20][C:21]([C:23]([O:25]C)=O)=[CH:22][C:16]=3[O:15][CH2:14][CH2:13]2)=[O:11])=[CH:5][CH:4]=1.[NH2:27][OH:28].[OH-].[Na+]. The catalyst is C1COCC1.CO. The product is [OH:28][NH:27][C:23]([C:21]1[CH:20]=[CH:19][C:17]2[CH2:18][N:12]([C:10]([NH:9][C:6]3[CH:5]=[CH:4][C:3]([O:2][CH3:1])=[CH:8][CH:7]=3)=[O:11])[CH2:13][CH2:14][O:15][C:16]=2[CH:22]=1)=[O:25]. The yield is 0.870. (3) The reactants are Cl[C:2]([O:4][CH2:5][C:6]1[CH:11]=[CH:10][CH:9]=[CH:8][CH:7]=1)=[O:3].[CH3:12][O:13][CH:14]([O:17][CH3:18])[CH2:15][NH2:16].[OH-].[Na+]. The catalyst is C1(C)C=CC=CC=1. The product is [CH3:12][O:13][CH:14]([O:17][CH3:18])[CH2:15][NH:16][C:2](=[O:3])[O:4][CH2:5][C:6]1[CH:11]=[CH:10][CH:9]=[CH:8][CH:7]=1. The yield is 0.900. (4) The reactants are C(O[BH-](OC(=O)C)OC(=O)C)(=O)C.[Na+].[CH2:15]([N:22]([CH:32]([CH3:34])[CH3:33])[C:23]1[N:24]=[C:25]([Cl:31])[C:26]([CH:29]=O)=[N:27][CH:28]=1)[C:16]1[CH:21]=[CH:20][CH:19]=[CH:18][CH:17]=1.[CH2:35]([NH:42][CH2:43][CH2:44][OH:45])[C:36]1[CH:41]=[CH:40][CH:39]=[CH:38][CH:37]=1.C(=O)([O-])O.[Na+]. The catalyst is C(#N)C.C(O)(=O)C. The product is [CH2:35]([N:42]([CH2:29][C:26]1[C:25]([Cl:31])=[N:24][C:23]([N:22]([CH2:15][C:16]2[CH:21]=[CH:20][CH:19]=[CH:18][CH:17]=2)[CH:32]([CH3:34])[CH3:33])=[CH:28][N:27]=1)[CH2:43][CH2:44][OH:45])[C:36]1[CH:41]=[CH:40][CH:39]=[CH:38][CH:37]=1. The yield is 0.940. (5) The reactants are [C:1]1([C:7]2[N:8]=[N:9][N:10]([CH:12]3[CH2:29][CH:28]4[CH:14]([C:15](=[O:35])[N:16]([CH3:34])[CH2:17][CH2:18][CH2:19][CH2:20][CH:21]=[CH:22][CH:23]5[C:25]([C:31]([OH:33])=O)([NH:26][C:27]4=[O:30])[CH2:24]5)[CH2:13]3)[N:11]=2)[CH:6]=[CH:5][CH:4]=[CH:3][CH:2]=1.C1N=CN(C(N2C=NC=C2)=O)C=1.[CH:48]1([S:51]([NH2:54])(=[O:53])=[O:52])[CH2:50][CH2:49]1.C1CCN2C(=NCCC2)CC1. The catalyst is C1COCC1. The product is [C:1]1([C:7]2[N:8]=[N:9][N:10]([CH:12]3[CH2:29][CH:28]4[CH:14]([C:15](=[O:35])[N:16]([CH3:34])[CH2:17][CH2:18][CH2:19][CH2:20][CH:21]=[CH:22][CH:23]5[C:25]([C:31]([NH:54][S:51]([CH:48]6[CH2:50][CH2:49]6)(=[O:53])=[O:52])=[O:33])([NH:26][C:27]4=[O:30])[CH2:24]5)[CH2:13]3)[N:11]=2)[CH:2]=[CH:3][CH:4]=[CH:5][CH:6]=1. The yield is 0.460. (6) The reactants are [NH2:1][C:2]1[CH:10]=[C:9]([O:11][CH3:12])[CH:8]=[C:7]([O:13][CH3:14])[C:3]=1[C:4]([NH2:6])=[O:5].N1[CH:20]=[CH:19][CH:18]=[CH:17][CH:16]=1. The catalyst is C1COCC1.CCOC(C)=O. The product is [CH3:14][O:13][C:7]1[CH:8]=[C:9]([O:11][CH3:12])[CH:10]=[C:2]2[C:3]=1[C:4](=[O:5])[NH:6][C:16]([C:17]1[CH:2]=[C:3]([CH3:4])[C:7]([O:13][CH3:14])=[C:19]([CH3:20])[CH:18]=1)=[N:1]2. The yield is 0.830. (7) The reactants are [NH2:1][C:2](=[O:42])[CH2:3][C:4]1[CH:41]=[CH:40][CH:39]=[CH:38][C:5]=1[CH2:6][CH2:7][C:8]1[C:13]([C:14]([F:17])([F:16])[F:15])=[CH:12][N:11]=[C:10]([NH:18][C:19]2[CH:24]=[CH:23][C:22]([N:25]3[CH2:30][CH2:29][N:28](C(OC(C)(C)C)=O)[CH2:27][CH2:26]3)=[CH:21][CH:20]=2)[N:9]=1.FC(F)(F)C(O)=O. The catalyst is C(Cl)Cl. The product is [N:25]1([C:22]2[CH:23]=[CH:24][C:19]([NH:18][C:10]3[N:9]=[C:8]([CH2:7][CH2:6][C:5]4[CH:38]=[CH:39][CH:40]=[CH:41][C:4]=4[CH2:3][C:2]([NH2:1])=[O:42])[C:13]([C:14]([F:16])([F:15])[F:17])=[CH:12][N:11]=3)=[CH:20][CH:21]=2)[CH2:30][CH2:29][NH:28][CH2:27][CH2:26]1. The yield is 0.960.